This data is from Reaction yield outcomes from USPTO patents with 853,638 reactions. The task is: Predict the reaction yield, written as a fraction of the theoretical maximum amount of product (1.0 means a 100% yield; for example, 0.34 means a 34% yield). (1) The product is [F:1][C:2]([F:15])([F:14])[S:3]([O:6][C:23]1[C:22]2[CH:21]=[CH:20][CH:19]=[C:18]([O:17][CH3:16])[C:26]=2[O:25][CH:24]=1)(=[O:5])=[O:4]. The reactants are [F:1][C:2]([F:15])([F:14])[S:3]([O:6]S(C(F)(F)F)(=O)=O)(=[O:5])=[O:4].[CH3:16][O:17][C:18]1[C:26]2[O:25][CH2:24][C:23](=O)[C:22]=2[CH:21]=[CH:20][CH:19]=1.C(N(CC)CC)C.C([O-])(O)=O.[Na+]. The yield is 0.710. The catalyst is ClCCl. (2) The reactants are C([O:8][C:9]1[CH:19]=[CH:18][C:12]([O:13][CH2:14][CH2:15][CH2:16][Br:17])=[CH:11][CH:10]=1)C1C=CC=CC=1. The catalyst is C1COCC1.[Pd]. The product is [Br:17][CH2:16][CH2:15][CH2:14][O:13][C:12]1[CH:18]=[CH:19][C:9]([OH:8])=[CH:10][CH:11]=1. The yield is 0.980. (3) The reactants are [CH3:1][C:2]1([CH3:32])[C:6]([CH3:8])([CH3:7])[O:5][B:4]([C:9]2[CH:10]=[CH:11][C:12]3[N:16]=[C:15]([C@@H:17]4[C@@H:22]5[CH2:23][C@@H:19]([CH2:20][CH2:21]5)[N:18]4C(OC(C)(C)C)=O)[NH:14][C:13]=3[CH:31]=2)[O:3]1.Cl.O1CCOCC1.[CH3:40][O:41][C:42]([NH:44][C@@H:45]([CH:49]([CH3:51])[CH3:50])[C:46](O)=[O:47])=[O:43].CN(C(ON1N=NC2C=CC=NC1=2)=[N+](C)C)C.F[P-](F)(F)(F)(F)F.C(N(C(C)C)CC)(C)C. The catalyst is C(OCC)(=O)C.CO. The product is [CH3:50][CH:49]([CH3:51])[C@H:45]([NH:44][C:42](=[O:43])[O:41][CH3:40])[C:46](=[O:47])[N:18]1[C@H:17]([C:15]2[NH:14][C:13]3[CH:31]=[C:9]([B:4]4[O:5][C:6]([CH3:8])([CH3:7])[C:2]([CH3:32])([CH3:1])[O:3]4)[CH:10]=[CH:11][C:12]=3[N:16]=2)[C@@H:22]2[CH2:23][C@H:19]1[CH2:20][CH2:21]2. The yield is 0.950. (4) The yield is 0.750. The reactants are [CH3:1][O:2][CH2:3][CH:4]([N:8]1[C:17]2[C:12](=[CH:13][C:14]([I:18])=[CH:15][CH:16]=2)[C:11](=[O:19])[C:10]([C:20]([O:22]CC)=[O:21])=[CH:9]1)[CH2:5][O:6][CH3:7].[OH-].[Li+]. The product is [CH3:1][O:2][CH2:3][CH:4]([N:8]1[C:17]2[C:12](=[CH:13][C:14]([I:18])=[CH:15][CH:16]=2)[C:11](=[O:19])[C:10]([C:20]([OH:22])=[O:21])=[CH:9]1)[CH2:5][O:6][CH3:7]. The catalyst is O1CCCC1.O. (5) The reactants are C(OC(=O)[N:7]([C:16]1[S:17][C@@H:18]2[C@H:20]([C@:21]([C:25]3[CH:30]=[C:29]([NH2:31])[CH:28]=[CH:27][C:26]=3[F:32])([CH2:23][F:24])[N:22]=1)[CH2:19]2)COCC[Si](C)(C)C)(C)(C)C.C(O)(C(F)(F)F)=O. The catalyst is C(Cl)Cl. The product is [NH2:31][C:29]1[CH:28]=[CH:27][C:26]([F:32])=[C:25]([C@:21]2([CH2:23][F:24])[C@H:20]3[C@H:18]([CH2:19]3)[S:17][C:16]([NH2:7])=[N:22]2)[CH:30]=1. The yield is 0.780. (6) The reactants are [CH3:1][C:2]1[NH:6][CH:5]=[N:4][C:3]=1[C:7]([O:9][CH2:10][CH3:11])=[O:8].[C:12]1(B(O)O)[CH:17]=[CH:16][CH:15]=[CH:14][CH:13]=1. The catalyst is C(O)C.O.[Cu]I. The product is [CH3:1][C:2]1[N:6]([C:12]2[CH:17]=[CH:16][CH:15]=[CH:14][CH:13]=2)[CH:5]=[N:4][C:3]=1[C:7]([O:9][CH2:10][CH3:11])=[O:8]. The yield is 0.260.